This data is from Forward reaction prediction with 1.9M reactions from USPTO patents (1976-2016). The task is: Predict the product of the given reaction. (1) Given the reactants [NH2:1][C:2]1[CH:10]=[CH:9][CH:8]=[C:7]([Cl:11])[C:3]=1[C:4]([NH2:6])=[O:5].C(N([CH:18]([CH3:20])[CH3:19])CC)(C)C.C1C[O:24][CH2:23][CH2:22]1.C(=O)([O-])O.[Na+], predict the reaction product. The product is: [Cl:11][C:7]1[CH:8]=[CH:9][CH:10]=[C:2]([NH:1][C:23](=[O:24])[CH2:22][CH2:20][CH:18]=[CH2:19])[C:3]=1[C:4]([NH2:6])=[O:5]. (2) The product is: [NH2:1][C:2]1[C:7]([F:8])=[CH:6][C:5]([Br:9])=[CH:4][C:3]=1[CH:10]=[O:11]. Given the reactants [NH2:1][C:2]1[C:7]([F:8])=[CH:6][C:5]([Br:9])=[CH:4][C:3]=1[CH2:10][OH:11], predict the reaction product. (3) Given the reactants C(O[BH-](OC(=O)C)OC(=O)C)(=O)C.[Na+].[CH3:15][NH:16][CH2:17][CH2:18][CH2:19][CH2:20][NH:21][C:22]([NH:24][C:25]1[CH:30]=[CH:29][CH:28]=[C:27]([C:31]2[N:35]([CH3:36])[N:34]=[N:33][N:32]=2)[CH:26]=1)=[O:23].[F:37][C:38]1[CH:45]=[CH:44][C:41]([CH:42]=O)=[CH:40][C:39]=1[CH3:46], predict the reaction product. The product is: [F:37][C:38]1[CH:45]=[CH:44][C:41]([CH2:42][N:16]([CH2:17][CH2:18][CH2:19][CH2:20][NH:21][C:22]([NH:24][C:25]2[CH:30]=[CH:29][CH:28]=[C:27]([C:31]3[N:35]([CH3:36])[N:34]=[N:33][N:32]=3)[CH:26]=2)=[O:23])[CH3:15])=[CH:40][C:39]=1[CH3:46]. (4) Given the reactants [C:1]([C:3]1[CH:8]=[CH:7][C:6]([N:9]2[C:13](=[O:14])[C:12]([CH3:16])([CH3:15])[N:11]([C:17]3[CH:22]=[CH:21][C:20]([C:23]4[CH:39]=[CH:38][C:26]([O:27][CH2:28][CH2:29][O:30][CH2:31][CH2:32][O:33][CH2:34][C:35](O)=[O:36])=[CH:25][CH:24]=4)=[CH:19][CH:18]=3)[C:10]2=[S:40])=[CH:5][C:4]=1[C:41]([F:44])([F:43])[F:42])#[N:2].CN(C(ON1N=NC2C=CC=NC1=2)=[N+](C)C)C.F[P-](F)(F)(F)(F)F.CCN(C(C)C)C(C)C.Cl.[NH2:79][C@@H:80]([C:105]([CH3:108])([CH3:107])[CH3:106])[C:81]([N:83]1[CH2:87][C@H:86]([OH:88])[CH2:85][C@H:84]1[C:89]([NH:91][CH2:92][C:93]1[CH:98]=[CH:97][C:96]([C:99]2[S:103][CH:102]=[N:101][C:100]=2[CH3:104])=[CH:95][CH:94]=1)=[O:90])=[O:82], predict the reaction product. The product is: [C:1]([C:3]1[CH:8]=[CH:7][C:6]([N:9]2[C:13](=[O:14])[C:12]([CH3:16])([CH3:15])[N:11]([C:17]3[CH:22]=[CH:21][C:20]([C:23]4[CH:39]=[CH:38][C:26]([O:27][CH2:28][CH2:29][O:30][CH2:31][CH2:32][O:33][CH2:34][C:35]([NH:79][C@@H:80]([C:105]([CH3:108])([CH3:107])[CH3:106])[C:81]([N:83]5[CH2:87][C@H:86]([OH:88])[CH2:85][C@H:84]5[C:89]([NH:91][CH2:92][C:93]5[CH:98]=[CH:97][C:96]([C:99]6[S:103][CH:102]=[N:101][C:100]=6[CH3:104])=[CH:95][CH:94]=5)=[O:90])=[O:82])=[O:36])=[CH:25][CH:24]=4)=[CH:19][CH:18]=3)[C:10]2=[S:40])=[CH:5][C:4]=1[C:41]([F:43])([F:44])[F:42])#[N:2]. (5) Given the reactants [C:1]([C:5]1[CH:27]=[CH:26][C:8]([C:9]([NH:11][C:12]2[N:13]=[C:14]3[CH:19]=[CH:18][C:17]([N:20]4[CH:24]=[CH:23][N:22]=[CH:21]4)=[CH:16][N:15]3[CH:25]=2)=[O:10])=[CH:7][CH:6]=1)([CH3:4])([CH3:3])[CH3:2].[ClH:28].C(OCC)(=O)C, predict the reaction product. The product is: [ClH:28].[ClH:28].[C:1]([C:5]1[CH:27]=[CH:26][C:8]([C:9]([NH:11][C:12]2[N:13]=[C:14]3[CH:19]=[CH:18][C:17]([N:20]4[CH:24]=[CH:23][N:22]=[CH:21]4)=[CH:16][N:15]3[CH:25]=2)=[O:10])=[CH:7][CH:6]=1)([CH3:4])([CH3:2])[CH3:3]. (6) Given the reactants [F:1][C:2]1[CH:7]=[CH:6][C:5]([CH:8](O)[CH:9]([CH2:13][C:14]2[CH:19]=[CH:18][CH:17]=[C:16]([O:20][CH2:21][C:22]([F:27])([F:26])[CH:23]([F:25])[F:24])[CH:15]=2)C(O)=O)=[CH:4][CH:3]=1.C1(P(N=[N+]=[N-])(C2C=CC=CC=2)=[O:36])C=CC=CC=1.C([N:48]([CH2:51]C)CC)C.[OH2:53], predict the reaction product. The product is: [F:1][C:2]1[CH:3]=[CH:4][C:5]([CH:8]2[O:53][C:51](=[O:36])[NH:48][CH:9]2[CH2:13][C:14]2[CH:19]=[CH:18][CH:17]=[C:16]([O:20][CH2:21][C:22]([F:26])([F:27])[CH:23]([F:24])[F:25])[CH:15]=2)=[CH:6][CH:7]=1. (7) Given the reactants [Cl-:1].[CH2:2]1[C:10]2[N+:5](=[CH:6][CH:7]=[CH:8][CH:9]=2)[CH2:4][CH2:3]1.[CH3:11][N:12]1[C:20]2[C:15](=[CH:16][CH:17]=[CH:18][CH:19]=2)[C:14]([CH:21]=O)=[CH:13]1.N1CCCC1, predict the reaction product. The product is: [Cl-:1].[CH3:11][N:12]1[C:20]2[C:15](=[CH:16][CH:17]=[CH:18][CH:19]=2)[C:14]([CH:21]=[C:2]2[C:10]3[N+:5](=[CH:6][CH:7]=[CH:8][CH:9]=3)[CH2:4][CH2:3]2)=[CH:13]1.